From a dataset of Merck oncology drug combination screen with 23,052 pairs across 39 cell lines. Regression. Given two drug SMILES strings and cell line genomic features, predict the synergy score measuring deviation from expected non-interaction effect. (1) Drug 1: CN1C(=O)C=CC2(C)C3CCC4(C)C(NC(=O)OCC(F)(F)F)CCC4C3CCC12. Drug 2: CCc1cnn2c(NCc3ccc[n+]([O-])c3)cc(N3CCCCC3CCO)nc12. Cell line: ES2. Synergy scores: synergy=6.21. (2) Drug 1: CN(Cc1cnc2nc(N)nc(N)c2n1)c1ccc(C(=O)NC(CCC(=O)O)C(=O)O)cc1. Drug 2: CCN(CC)CCNC(=O)c1c(C)[nH]c(C=C2C(=O)Nc3ccc(F)cc32)c1C. Cell line: LOVO. Synergy scores: synergy=-1.03. (3) Drug 1: NC(=O)c1cccc2cn(-c3ccc(C4CCCNC4)cc3)nc12. Drug 2: C#Cc1cccc(Nc2ncnc3cc(OCCOC)c(OCCOC)cc23)c1. Cell line: UWB1289. Synergy scores: synergy=19.8. (4) Drug 1: Cn1nnc2c(C(N)=O)ncn2c1=O. Drug 2: C#Cc1cccc(Nc2ncnc3cc(OCCOC)c(OCCOC)cc23)c1. Cell line: T47D. Synergy scores: synergy=-25.8. (5) Drug 1: CCN(CC)CCNC(=O)c1c(C)[nH]c(C=C2C(=O)Nc3ccc(F)cc32)c1C. Drug 2: COC1=C2CC(C)CC(OC)C(O)C(C)C=C(C)C(OC(N)=O)C(OC)C=CC=C(C)C(=O)NC(=CC1=O)C2=O. Cell line: A2058. Synergy scores: synergy=7.90. (6) Drug 1: Nc1ccn(C2OC(CO)C(O)C2(F)F)c(=O)n1. Drug 2: Cn1nnc2c(C(N)=O)ncn2c1=O. Cell line: SKMES1. Synergy scores: synergy=-20.6. (7) Drug 1: CCN(CC)CCNC(=O)c1c(C)[nH]c(C=C2C(=O)Nc3ccc(F)cc32)c1C. Drug 2: COC1=C2CC(C)CC(OC)C(O)C(C)C=C(C)C(OC(N)=O)C(OC)C=CC=C(C)C(=O)NC(=CC1=O)C2=O. Cell line: HT29. Synergy scores: synergy=0.892.